From a dataset of Full USPTO retrosynthesis dataset with 1.9M reactions from patents (1976-2016). Predict the reactants needed to synthesize the given product. (1) Given the product [O:60]=[C:52]1[NH:53][C:54]2=[N:55][CH:56]=[CH:57][CH:58]=[C:59]2[N:51]1[CH:48]1[CH2:47][CH2:46][N:45]([C:43]([O:29][C@H:26]2[C:22]3[N:23]=[CH:24][S:25][C:21]=3[C@@H:20]([NH:30][C:31]([O:32][C:33]([CH3:34])([CH3:36])[CH3:35])=[O:37])[C@H:19]([C:13]3[CH:14]=[CH:15][CH:16]=[C:17]([F:18])[C:12]=3[F:11])[CH2:28][CH2:27]2)=[O:44])[CH2:50][CH2:49]1, predict the reactants needed to synthesize it. The reactants are: C[Si]([N-][Si](C)(C)C)(C)C.[Na+].[F:11][C:12]1[C:17]([F:18])=[CH:16][CH:15]=[CH:14][C:13]=1[C@@H:19]1[CH2:28][CH2:27][C@@H:26]([OH:29])[C:22]2[N:23]=[CH:24][S:25][C:21]=2[C@H:20]1[NH:30][C:31](=[O:37])[O:32][C:33]([CH3:36])([CH3:35])[CH3:34].N1([C:43]([N:45]2[CH2:50][CH2:49][CH:48]([N:51]3[C:59]4[C:54](=[N:55][CH:56]=[CH:57][CH:58]=4)[NH:53][C:52]3=[O:60])[CH2:47][CH2:46]2)=[O:44])C=CN=C1. (2) Given the product [O:19]=[C:18]1[C:3]2[C:4]([C:5]([OH:7])=[O:6])=[CH:9][CH:10]=[CH:11][C:2]=2[NH:1][C:13]2[CH2:17][CH2:16][CH2:15][C:14]1=2, predict the reactants needed to synthesize it. The reactants are: [NH2:1][C:2]1[CH:3]=[C:4]([CH:9]=[CH:10][CH:11]=1)[C:5]([O:7]C)=[O:6].O=[C:13]1[CH2:17][CH2:16][CH2:15][CH:14]1[C:18](OC)=[O:19].[O-]S([O-])(=O)=O.[Mg+2]. (3) The reactants are: N(C(OCC)=O)=NC(OCC)=O.O[CH:14]1[CH2:19][CH2:18][N:17]([C:20]2[C:29]3[C:24](=[CH:25][C:26]([C:30]#[N:31])=[CH:27][CH:28]=3)[C:23]([NH:32][CH2:33][C:34]3[CH:39]=[CH:38][C:37]([O:40][CH3:41])=[C:36]([Cl:42])[CH:35]=3)=[N:22][N:21]=2)[CH2:16][CH2:15]1.[C:43]1(=[O:53])[NH:47][C:46](=[O:48])[C:45]2=[CH:49][CH:50]=[CH:51][CH:52]=[C:44]12.C1(P(C2C=CC=CC=2)C2C=CC=CC=2)C=CC=CC=1. Given the product [Cl:42][C:36]1[CH:35]=[C:34]([CH:39]=[CH:38][C:37]=1[O:40][CH3:41])[CH2:33][NH:32][C:23]1[C:24]2[C:29](=[CH:28][CH:27]=[C:26]([C:30]#[N:31])[CH:25]=2)[C:20]([N:17]2[CH2:18][CH2:19][CH:14]([N:47]3[C:46](=[O:48])[C:45]4=[CH:49][CH:50]=[CH:51][CH:52]=[C:44]4[C:43]3=[O:53])[CH2:15][CH2:16]2)=[N:21][N:22]=1, predict the reactants needed to synthesize it.